This data is from Forward reaction prediction with 1.9M reactions from USPTO patents (1976-2016). The task is: Predict the product of the given reaction. (1) The product is: [Cl:14][C:15]1[CH:16]=[C:17]([C:22]([OH:27])([C:23]([F:24])([F:25])[F:26])[CH2:2][C:1]([C:4]2[CH:12]=[CH:11][C:7]([C:8]([NH2:10])=[O:9])=[C:6]([CH3:13])[CH:5]=2)=[O:3])[CH:18]=[C:19]([Cl:21])[CH:20]=1. Given the reactants [C:1]([C:4]1[CH:12]=[CH:11][C:7]([C:8]([NH2:10])=[O:9])=[C:6]([CH3:13])[CH:5]=1)(=[O:3])[CH3:2].[Cl:14][C:15]1[CH:16]=[C:17]([C:22](=[O:27])[C:23]([F:26])([F:25])[F:24])[CH:18]=[C:19]([Cl:21])[CH:20]=1.C(N(CCCC)CCCC)CCC, predict the reaction product. (2) Given the reactants CS([Cl:5])(=O)=O.[CH3:6][C:7]1[N:8]=[C:9]([C:14]2[CH:19]=[CH:18][C:17]([C:20]([F:23])([F:22])[F:21])=[CH:16][CH:15]=2)[S:10][C:11]=1[CH2:12]O.C(N(CC)CC)C, predict the reaction product. The product is: [Cl:5][CH2:12][C:11]1[S:10][C:9]([C:14]2[CH:19]=[CH:18][C:17]([C:20]([F:23])([F:22])[F:21])=[CH:16][CH:15]=2)=[N:8][C:7]=1[CH3:6]. (3) The product is: [Br:19][CH2:10][C:2]1[O:1][C:5]2[CH:6]=[CH:7][CH:8]=[CH:9][C:4]=2[CH:3]=1. Given the reactants [O:1]1[C:5]2[CH:6]=[CH:7][CH:8]=[CH:9][C:4]=2[CH:3]=[C:2]1[CH2:10]O.N1C=CC=CC=1.P(Br)(Br)[Br:19], predict the reaction product. (4) Given the reactants [H-].[Na+].[N+:3]([C:6]1[CH:11]=[CH:10][C:9]([OH:12])=[CH:8][CH:7]=1)([O-:5])=[O:4].[CH2:13]([P:15](Cl)(Cl)=[O:16])[CH3:14], predict the reaction product. The product is: [CH2:13]([P:15](=[O:16])([O:12][C:9]1[CH:10]=[CH:11][C:6]([N+:3]([O-:5])=[O:4])=[CH:7][CH:8]=1)[O:12][C:9]1[CH:10]=[CH:11][C:6]([N+:3]([O-:5])=[O:4])=[CH:7][CH:8]=1)[CH3:14]. (5) Given the reactants F[C:2]1[C:19]([F:20])=[C:18]2[C:5]([CH2:6][C:7]3([C@H:16]4[C@H:24]([CH3:25])[O:23][C@H:22]([CH3:26])[CH2:21][N:17]42)[C:12](=[O:13])[NH:11][C:10](=[O:14])[NH:9][C:8]3=[O:15])=[CH:4][C:3]=1/[C:27](=[N:29]/[OH:30])/[CH3:28], predict the reaction product. The product is: [F:20][C:19]1[C:2]2[O:30][N:29]=[C:27]([CH3:28])[C:3]=2[CH:4]=[C:5]2[C:18]=1[N:17]1[CH2:21][C@@H:22]([CH3:26])[O:23][C@@H:24]([CH3:25])[C@@H:16]1[C:7]1([C:8](=[O:15])[NH:9][C:10](=[O:14])[NH:11][C:12]1=[O:13])[CH2:6]2.